Dataset: Full USPTO retrosynthesis dataset with 1.9M reactions from patents (1976-2016). Task: Predict the reactants needed to synthesize the given product. (1) The reactants are: [O:1]1[CH2:6][CH2:5][CH:4]([NH2:7])[CH2:3][CH2:2]1.C(N(CC)CC)C.[I:15][C:16]1[CH:24]=[CH:23][C:19]([C:20](Cl)=[O:21])=[CH:18][CH:17]=1. Given the product [I:15][C:16]1[CH:24]=[CH:23][C:19]([C:20]([NH:7][CH:4]2[CH2:5][CH2:6][O:1][CH2:2][CH2:3]2)=[O:21])=[CH:18][CH:17]=1, predict the reactants needed to synthesize it. (2) Given the product [Br:13][CH:6]1[C:5](=[O:12])[C:4]2[C:9](=[CH:10][CH:11]=[C:2]([F:1])[CH:3]=2)[O:8][CH2:7]1, predict the reactants needed to synthesize it. The reactants are: [F:1][C:2]1[CH:3]=[C:4]2[C:9](=[CH:10][CH:11]=1)[O:8][CH2:7][CH2:6][C:5]2=[O:12].[Br:13]Br. (3) Given the product [CH3:43][N:42]([CH2:41][C:40]1[C:35]2[O:34][N:33]=[C:32]([CH2:31][CH2:30][CH:27]3[CH2:28][CH2:29][N:24]([CH2:23][C:20]4([CH2:19][OH:18])[CH2:21][CH2:22]4)[CH2:25][CH2:26]3)[C:36]=2[CH:37]=[CH:38][C:39]=1[O:45][CH2:46][C:47]1[CH:48]=[CH:49][C:50]([C:51]#[N:52])=[CH:53][CH:54]=1)[CH3:44], predict the reactants needed to synthesize it. The reactants are: [Si]([O:18][CH2:19][C:20]1([CH2:23][N:24]2[CH2:29][CH2:28][CH:27]([CH2:30][CH2:31][C:32]3[C:36]4[CH:37]=[CH:38][C:39]([O:45][CH2:46][C:47]5[CH:54]=[CH:53][C:50]([C:51]#[N:52])=[CH:49][CH:48]=5)=[C:40]([CH2:41][N:42]([CH3:44])[CH3:43])[C:35]=4[O:34][N:33]=3)[CH2:26][CH2:25]2)[CH2:22][CH2:21]1)(C(C)(C)C)(C1C=CC=CC=1)C1C=CC=CC=1.[F-].C([N+](CCCC)(CCCC)CCCC)CCC.O. (4) Given the product [F:26][C:24]1[CH:25]=[CH:20][C:21]([O:27][CH2:28][CH2:29][N:3]2[C:4]3[C:9](=[C:8]([C:11]([F:12])([F:14])[F:13])[C:7]([C:15]#[N:16])=[CH:6][CH:5]=3)[CH:10]=[C:2]2[CH3:1])=[CH:22][CH:23]=1, predict the reactants needed to synthesize it. The reactants are: [CH3:1][C:2]1[NH:3][C:4]2[C:9]([CH:10]=1)=[C:8]([C:11]([F:14])([F:13])[F:12])[C:7]([C:15]#[N:16])=[CH:6][CH:5]=2.BrCC[C:20]1[CH:25]=[C:24]([F:26])[CH:23]=[CH:22][C:21]=1[O:27][C:28]1C=CC(F)=C[C:29]=1CCBr. (5) Given the product [F:1][C:2]1[CH:11]=[C:10]([F:12])[CH:9]=[C:8]2[C:3]=1[C:4]([NH:20][C:21]1[CH:22]=[C:23]([N:28]3[CH2:33][CH2:32][O:31][CH2:30][CH2:29]3)[N:24]=[CH:25][C:26]=1[C:38]1[CH:39]=[N:40][CH:41]=[C:36]([C:34]#[N:35])[CH:37]=1)=[C:5]([CH3:19])[C:6]([C:13]1[CH:18]=[CH:17][CH:16]=[CH:15][N:14]=1)=[N:7]2, predict the reactants needed to synthesize it. The reactants are: [F:1][C:2]1[CH:11]=[C:10]([F:12])[CH:9]=[C:8]2[C:3]=1[C:4]([NH:20][C:21]1[C:26](I)=[CH:25][N:24]=[C:23]([N:28]3[CH2:33][CH2:32][O:31][CH2:30][CH2:29]3)[CH:22]=1)=[C:5]([CH3:19])[C:6]([C:13]1[CH:18]=[CH:17][CH:16]=[CH:15][N:14]=1)=[N:7]2.[C:34]([C:36]1[CH:37]=[C:38](B(O)O)[CH:39]=[N:40][CH:41]=1)#[N:35].C1(P(C2CCCCC2)C2CCCCC2)CCCCC1.[O-]P([O-])([O-])=O.[K+].[K+].[K+]. (6) Given the product [S:1]1[C:5]2[CH:6]=[CH:7][CH:8]=[CH:9][C:4]=2[N:3]=[C:2]1[N:10]1[C:15](=[O:14])[CH:16]=[C:17]([C:19]2[S:20][C:21]([Br:24])=[CH:22][CH:23]=2)[NH:11]1, predict the reactants needed to synthesize it. The reactants are: [S:1]1[C:5]2[CH:6]=[CH:7][CH:8]=[CH:9][C:4]=2[N:3]=[C:2]1[NH:10][NH2:11].C([O:14][C:15](=O)[CH2:16][C:17]([C:19]1[S:20][C:21]([Br:24])=[CH:22][CH:23]=1)=O)C.CC(O)=O. (7) Given the product [F:14][C:15]1[C:16]([CH2:22][N:23]2[CH:27]=[CH:26][C:25]([NH:28][C:29]3[S:30][C:3]([C:2]([C:8]4[S:9][CH:10]=[C:11]([CH3:13])[N:12]=4)([OH:1])[CH3:7])=[N:5][N:6]=3)=[N:24]2)=[N:17][CH:18]=[CH:19][C:20]=1[CH3:21], predict the reactants needed to synthesize it. The reactants are: [OH:1][C:2]([C:8]1[S:9][CH:10]=[C:11]([CH3:13])[N:12]=1)([CH3:7])[C:3]([NH:5][NH2:6])=O.[F:14][C:15]1[C:16]([CH2:22][N:23]2[CH:27]=[CH:26][C:25]([N:28]=[C:29]=[S:30])=[N:24]2)=[N:17][CH:18]=[CH:19][C:20]=1[CH3:21].S(=O)(=O)(O)O.N. (8) The reactants are: O.[NH2:2][NH2:3].Cl[C:5]1[CH:13]=[CH:12][C:11]([N+:14]([O-:16])=[O:15])=[CH:10][C:6]=1[C:7](O)=[O:8].Cl. Given the product [N+:14]([C:11]1[CH:10]=[C:6]2[C:5](=[CH:13][CH:12]=1)[NH:3][NH:2][C:7]2=[O:8])([O-:16])=[O:15], predict the reactants needed to synthesize it. (9) Given the product [CH3:36][O:35][C:32]1[CH:33]=[C:34]2[C:29](=[CH:30][C:31]=1[O:37][CH3:38])[N:28]=[CH:27][CH:26]=[C:25]2[O:24][C:21]1[CH:22]=[CH:23][C:18]([NH:17][C:15]([NH:14][CH:11]2[CH2:12][CH2:13][NH:8][CH2:9][CH2:10]2)=[O:16])=[CH:19][CH:20]=1, predict the reactants needed to synthesize it. The reactants are: C([N:8]1[CH2:13][CH2:12][CH:11]([NH:14][C:15]([NH:17][C:18]2[CH:23]=[CH:22][C:21]([O:24][C:25]3[C:34]4[C:29](=[CH:30][C:31]([O:37][CH3:38])=[C:32]([O:35][CH3:36])[CH:33]=4)[N:28]=[CH:27][CH:26]=3)=[CH:20][CH:19]=2)=[O:16])[CH2:10][CH2:9]1)C1C=CC=CC=1.ClC(OC(Cl)C)=O. (10) The reactants are: [Na+].[C:2]1([S:8]([O-:10])=[O:9])[CH:7]=[CH:6][CH:5]=[CH:4][CH:3]=1.[CH3:11][CH:12]1[CH2:17][CH2:16][C:15](=[O:18])[CH:14]=[CH:13]1.Cl. Given the product [CH3:11][CH:12]1[CH2:17][CH2:16][C:15](=[O:18])[CH2:14][CH:13]1[S:8]([C:2]1[CH:7]=[CH:6][CH:5]=[CH:4][CH:3]=1)(=[O:10])=[O:9], predict the reactants needed to synthesize it.